From a dataset of NCI-60 drug combinations with 297,098 pairs across 59 cell lines. Regression. Given two drug SMILES strings and cell line genomic features, predict the synergy score measuring deviation from expected non-interaction effect. (1) Drug 1: COC1=C(C=C2C(=C1)N=CN=C2NC3=CC(=C(C=C3)F)Cl)OCCCN4CCOCC4. Drug 2: C(CN)CNCCSP(=O)(O)O. Cell line: IGROV1. Synergy scores: CSS=38.2, Synergy_ZIP=-1.62, Synergy_Bliss=-4.75, Synergy_Loewe=-29.3, Synergy_HSA=-7.01. (2) Drug 1: CC12CCC(CC1=CCC3C2CCC4(C3CC=C4C5=CN=CC=C5)C)O. Drug 2: CC1=C(C(=O)C2=C(C1=O)N3CC4C(C3(C2COC(=O)N)OC)N4)N. Cell line: SF-268. Synergy scores: CSS=43.0, Synergy_ZIP=18.3, Synergy_Bliss=19.5, Synergy_Loewe=8.89, Synergy_HSA=17.0. (3) Drug 1: CC1OCC2C(O1)C(C(C(O2)OC3C4COC(=O)C4C(C5=CC6=C(C=C35)OCO6)C7=CC(=C(C(=C7)OC)O)OC)O)O. Drug 2: CC12CCC3C(C1CCC2O)C(CC4=C3C=CC(=C4)O)CCCCCCCCCS(=O)CCCC(C(F)(F)F)(F)F. Cell line: NCIH23. Synergy scores: CSS=44.3, Synergy_ZIP=-2.16, Synergy_Bliss=-2.46, Synergy_Loewe=-9.85, Synergy_HSA=-2.47. (4) Drug 1: CC=C1C(=O)NC(C(=O)OC2CC(=O)NC(C(=O)NC(CSSCCC=C2)C(=O)N1)C(C)C)C(C)C. Drug 2: COC1=C2C(=CC3=C1OC=C3)C=CC(=O)O2. Cell line: SK-MEL-28. Synergy scores: CSS=41.4, Synergy_ZIP=3.44, Synergy_Bliss=1.12, Synergy_Loewe=-12.0, Synergy_HSA=-1.94. (5) Cell line: NCIH23. Synergy scores: CSS=25.7, Synergy_ZIP=-3.40, Synergy_Bliss=1.07, Synergy_Loewe=-15.0, Synergy_HSA=2.08. Drug 2: CC1(CCCN1)C2=NC3=C(C=CC=C3N2)C(=O)N. Drug 1: C1CC(C1)(C2=CC=C(C=C2)C3=C(C=C4C(=N3)C=CN5C4=NNC5=O)C6=CC=CC=C6)N. (6) Drug 1: CCCS(=O)(=O)NC1=C(C(=C(C=C1)F)C(=O)C2=CNC3=C2C=C(C=N3)C4=CC=C(C=C4)Cl)F. Drug 2: C1CN(CCN1C(=O)CCBr)C(=O)CCBr. Cell line: HOP-62. Synergy scores: CSS=25.4, Synergy_ZIP=-6.52, Synergy_Bliss=4.14, Synergy_Loewe=-0.884, Synergy_HSA=1.79. (7) Drug 1: CC(CN1CC(=O)NC(=O)C1)N2CC(=O)NC(=O)C2. Drug 2: CN(C)C1=NC(=NC(=N1)N(C)C)N(C)C. Cell line: OVCAR-5. Synergy scores: CSS=27.4, Synergy_ZIP=-3.42, Synergy_Bliss=8.80, Synergy_Loewe=-5.90, Synergy_HSA=5.48.